Predict the reaction yield, written as a fraction of the theoretical maximum amount of product (1.0 means a 100% yield; for example, 0.34 means a 34% yield). From a dataset of Reaction yield outcomes from USPTO patents with 853,638 reactions. (1) The reactants are [CH3:1][O:2][C:3]([C:5]1[CH:6]=[C:7]([C:12]2[CH:17]=[CH:16][C:15]([CH3:18])=[CH:14][CH:13]=2)[CH:8]=[C:9](I)[CH:10]=1)=[O:4].[CH2:19]([NH2:21])[CH3:20].C1CCN2C(=NCCC2)CC1.C1C[O:36][CH2:35]C1. The catalyst is CC([O-])=O.CC([O-])=O.[Pd+2]. The product is [CH3:1][O:2][C:3]([C:5]1[CH:6]=[C:7]([C:12]2[CH:17]=[CH:16][C:15]([CH3:18])=[CH:14][CH:13]=2)[CH:8]=[C:9]([C:35](=[O:36])[NH:21][CH2:19][CH3:20])[CH:10]=1)=[O:4]. The yield is 0.500. (2) The reactants are Br[C:2]1[CH:3]=[N:4][CH:5]=[C:6]([Br:8])[CH:7]=1.CC([S-])C.[Na+].[CH:14]1[CH:19]=C(Cl)C=C(C(OO)=O)[CH:15]=1.[S:25]([O-])([O-:27])=[O:26].[Na+].[Na+]. The catalyst is CN1C(=O)CCC1.CCOC(C)=O. The product is [Br:8][C:6]1[CH:5]=[N:4][CH:3]=[C:2]([S:25]([CH:14]([CH3:19])[CH3:15])(=[O:27])=[O:26])[CH:7]=1. The yield is 0.590.